Task: Predict the reactants needed to synthesize the given product.. Dataset: Full USPTO retrosynthesis dataset with 1.9M reactions from patents (1976-2016) Given the product [O:25]1[CH2:24][CH:23]=[C:22]([C:20]2[S:21][C:17]([C:13]3[N:8]4[N:9]=[C:10]([CH3:12])[CH:11]=[C:6]([CH:3]([CH2:1][CH3:2])[CH2:4][CH3:5])[C:7]4=[N:15][C:14]=3[CH3:16])=[C:18]([CH3:29])[N:19]=2)[CH2:27][CH2:26]1, predict the reactants needed to synthesize it. The reactants are: [CH2:1]([CH:3]([C:6]1[C:7]2[N:8]([C:13]([C:17]3[S:21][C:20]([C:22]4(O)[CH2:27][CH2:26][O:25][CH2:24][CH2:23]4)=[N:19][C:18]=3[CH3:29])=[C:14]([CH3:16])[N:15]=2)[N:9]=[C:10]([CH3:12])[CH:11]=1)[CH2:4][CH3:5])[CH3:2].C([SiH](CC)CC)C.FC(F)(F)C(O)=O.